Dataset: Reaction yield outcomes from USPTO patents with 853,638 reactions. Task: Predict the reaction yield, written as a fraction of the theoretical maximum amount of product (1.0 means a 100% yield; for example, 0.34 means a 34% yield). (1) The reactants are [Li]CCCC.[CH2:6]([O:8][CH2:9][CH2:10][O:11][C:12]1[CH:17]=[CH:16][C:15]([CH2:18][CH2:19][Ge:20]([C:23]2[S:24][CH:25]=[C:26]([CH2:28][CH2:29][CH2:30][CH2:31][CH2:32][CH3:33])[CH:27]=2)([CH3:22])[CH3:21])=[CH:14][CH:13]=1)[CH3:7].[I:34]CCI. The catalyst is C1COCC1. The product is [CH2:6]([O:8][CH2:9][CH2:10][O:11][C:12]1[CH:13]=[CH:14][C:15]([CH2:18][CH2:19][Ge:20]([C:23]2[S:24][C:25]([I:34])=[C:26]([CH2:28][CH2:29][CH2:30][CH2:31][CH2:32][CH3:33])[CH:27]=2)([CH3:21])[CH3:22])=[CH:16][CH:17]=1)[CH3:7]. The yield is 0.980. (2) The reactants are [O:1]=[C:2]([N:26]1[CH2:31][CH2:30][N:29]([C:32](=[O:43])[C:33]2[CH:38]=[CH:37][CH:36]=[CH:35][C:34]=2[C:39]([F:42])([F:41])[F:40])[CH2:28][CH2:27]1)[CH2:3][NH:4][C:5]([C:7]1[CH:11]=[C:10]([C:12]2[CH:17]=[CH:16][CH:15]=[CH:14][C:13]=2[O:18]CC2C=CC=CC=2)[NH:9][N:8]=1)=[O:6]. The catalyst is CO.[Pd]. The product is [O:1]=[C:2]([N:26]1[CH2:27][CH2:28][N:29]([C:32](=[O:43])[C:33]2[CH:38]=[CH:37][CH:36]=[CH:35][C:34]=2[C:39]([F:40])([F:42])[F:41])[CH2:30][CH2:31]1)[CH2:3][NH:4][C:5]([C:7]1[CH:11]=[C:10]([C:12]2[CH:17]=[CH:16][CH:15]=[CH:14][C:13]=2[OH:18])[NH:9][N:8]=1)=[O:6]. The yield is 0.413. (3) The reactants are [N+:1]([C:4]1[CH:9]=[CH:8][C:7]([C:10]2[CH:15]=[CH:14][C:13]([C:16](=[O:27])[CH2:17][C:18]3([C:23]([O:25][CH3:26])=[O:24])[CH2:22][CH2:21][CH2:20][CH2:19]3)=[CH:12][CH:11]=2)=[CH:6][CH:5]=1)([O-])=O.Cl. The catalyst is C(O)C.[Fe]. The product is [NH2:1][C:4]1[CH:5]=[CH:6][C:7]([C:10]2[CH:15]=[CH:14][C:13]([C:16](=[O:27])[CH2:17][C:18]3([C:23]([O:25][CH3:26])=[O:24])[CH2:22][CH2:21][CH2:20][CH2:19]3)=[CH:12][CH:11]=2)=[CH:8][CH:9]=1. The yield is 0.760. (4) The reactants are [F:1][C:2]1[CH:3]=[C:4]([C:8]2[C:23](I)=[C:11]3[CH2:12][N:13]([C:16]([O:18][C:19]([CH3:22])([CH3:21])[CH3:20])=[O:17])[CH2:14][CH2:15][N:10]3[N:9]=2)[CH:5]=[CH:6][CH:7]=1.[CH3:25][N:26](C=O)C. The catalyst is [C-]#N.[Zn+2].[C-]#N.[Zn].C1C=CC(/C=C/C(/C=C/C2C=CC=CC=2)=O)=CC=1.C1C=CC(/C=C/C(/C=C/C2C=CC=CC=2)=O)=CC=1.C1C=CC(/C=C/C(/C=C/C2C=CC=CC=2)=O)=CC=1.[Pd].[Pd].C1C=CC(P(C2C=CC=CC=2)[C-]2C=CC=C2)=CC=1.C1C=CC(P(C2C=CC=CC=2)[C-]2C=CC=C2)=CC=1.[Fe+2]. The product is [C:25]([C:23]1[C:8]([C:4]2[CH:5]=[CH:6][CH:7]=[C:2]([F:1])[CH:3]=2)=[N:9][N:10]2[CH2:15][CH2:14][N:13]([C:16]([O:18][C:19]([CH3:22])([CH3:21])[CH3:20])=[O:17])[CH2:12][C:11]=12)#[N:26]. The yield is 0.780. (5) The reactants are Cl.[F:2][C:3]1[CH:4]=[C:5]2[C:10](=[C:11]([N:13]3[CH2:18][CH2:17][N:16]([CH3:19])[CH2:15][CH2:14]3)[CH:12]=1)[O:9][CH:8]([C:20](O)=[O:21])[CH2:7][CH2:6]2.[C:23]([N:26]1[CH2:31][CH2:30][N:29]([C:32]2[CH:38]=[CH:37][C:35]([NH2:36])=[CH:34][CH:33]=2)[CH2:28][CH2:27]1)(=[O:25])[CH3:24]. No catalyst specified. The product is [C:23]([N:26]1[CH2:27][CH2:28][N:29]([C:32]2[CH:38]=[CH:37][C:35]([NH:36][C:20]([CH:8]3[CH2:7][CH2:6][C:5]4[C:10](=[C:11]([N:13]5[CH2:18][CH2:17][N:16]([CH3:19])[CH2:15][CH2:14]5)[CH:12]=[C:3]([F:2])[CH:4]=4)[O:9]3)=[O:21])=[CH:34][CH:33]=2)[CH2:30][CH2:31]1)(=[O:25])[CH3:24]. The yield is 0.780. (6) The reactants are [Cl:1][C:2]1[C:3]([C:27]#[N:28])=[CH:4][C:5]([F:26])=[C:6]([C:8]#[C:9][C:10]2([NH:18][C:19](=[O:25])[O:20][C:21]([CH3:24])([CH3:23])[CH3:22])[CH2:15][O:14][C:13]([CH3:17])([CH3:16])[O:12][CH2:11]2)[CH:7]=1. The catalyst is CCO.[Pd]. The product is [Cl:1][C:2]1[C:3]([C:27]#[N:28])=[CH:4][C:5]([F:26])=[C:6]([CH:7]=1)[CH2:8][CH2:9][C:10]1([NH:18][C:19](=[O:25])[O:20][C:21]([CH3:22])([CH3:23])[CH3:24])[CH2:11][O:12][C:13]([CH3:16])([CH3:17])[O:14][CH2:15]1. The yield is 0.490.